Task: Regression. Given a peptide amino acid sequence and an MHC pseudo amino acid sequence, predict their binding affinity value. This is MHC class I binding data.. Dataset: Peptide-MHC class I binding affinity with 185,985 pairs from IEDB/IMGT The peptide sequence is ILFIMFMLI. The MHC is HLA-A02:02 with pseudo-sequence HLA-A02:02. The binding affinity (normalized) is 0.705.